From a dataset of Forward reaction prediction with 1.9M reactions from USPTO patents (1976-2016). Predict the product of the given reaction. (1) Given the reactants [CH2:1]([N:6]([C:10]1[CH:19]=[CH:18][C:17]2[C:16]([CH3:21])([CH3:20])[CH2:15][CH2:14][C:13]([CH3:23])([CH3:22])[C:12]=2[CH:11]=1)[C:7](Cl)=[O:8])[CH2:2][CH2:3][CH2:4][CH3:5].[NH2:24][C:25]1[CH:35]=[CH:34][C:28]([C:29]([O:31][CH2:32][CH3:33])=[O:30])=[CH:27][CH:26]=1, predict the reaction product. The product is: [CH2:1]([N:6]([C:10]1[CH:19]=[CH:18][C:17]2[C:16]([CH3:21])([CH3:20])[CH2:15][CH2:14][C:13]([CH3:23])([CH3:22])[C:12]=2[CH:11]=1)[C:7](=[O:8])[NH:24][C:25]1[CH:26]=[CH:27][C:28]([C:29]([O:31][CH2:32][CH3:33])=[O:30])=[CH:34][CH:35]=1)[CH2:2][CH2:3][CH2:4][CH3:5]. (2) Given the reactants [C:1]([C:4]1[CH:8]=[C:7]([C:9]([NH:11][C@@H:12]([CH3:29])[CH2:13][N:14]2[CH:18]=[CH:17][C:16]([C:19]3[CH:24]=[C:23]([Cl:25])[C:22]([C:26]#[N:27])=[C:21]([Cl:28])[CH:20]=3)=[N:15]2)=[O:10])[NH:6][N:5]=1)(=[O:3])[CH3:2].[BH4-].[Na+], predict the reaction product. The product is: [Cl:25][C:23]1[CH:24]=[C:19]([C:16]2[CH:17]=[CH:18][N:14]([CH2:13][C@@H:12]([NH:11][C:9]([C:7]3[NH:6][N:5]=[C:4]([CH:1]([OH:3])[CH3:2])[CH:8]=3)=[O:10])[CH3:29])[N:15]=2)[CH:20]=[C:21]([Cl:28])[C:22]=1[C:26]#[N:27]. (3) Given the reactants [F:1][C:2]1[CH:30]=[C:29]([N+:31]([O-:33])=[O:32])[CH:28]=[CH:27][C:3]=1[O:4][C:5]1[C:14]2[C:9](=[CH:10][C:11]([O:17][CH2:18][CH:19]3[CH2:26][CH:22]4[CH2:23][NH:24][CH2:25][CH:21]4[CH2:20]3)=[C:12]([O:15][CH3:16])[CH:13]=2)[N:8]=[CH:7][CH:6]=1.[C:34](#N)C.O.C=O.[BH-](OC(C)=O)(OC(C)=O)OC(C)=O.[Na+], predict the reaction product. The product is: [F:1][C:2]1[CH:30]=[C:29]([N+:31]([O-:33])=[O:32])[CH:28]=[CH:27][C:3]=1[O:4][C:5]1[C:14]2[C:9](=[CH:10][C:11]([O:17][CH2:18][CH:19]3[CH2:26][CH:22]4[CH2:23][N:24]([CH3:34])[CH2:25][CH:21]4[CH2:20]3)=[C:12]([O:15][CH3:16])[CH:13]=2)[N:8]=[CH:7][CH:6]=1. (4) Given the reactants [Cl:1][CH2:2][C:3]1[O:7][N:6]=[C:5]([CH2:8][C:9]2[CH:14]=[CH:13][CH:12]=[C:11](I)[CH:10]=2)[N:4]=1.ONC(=N)CC1C=CC([I:26])=CC=1, predict the reaction product. The product is: [Cl:1][CH2:2][C:3]1[O:7][N:6]=[C:5]([CH2:8][C:9]2[CH:14]=[CH:13][C:12]([I:26])=[CH:11][CH:10]=2)[N:4]=1.